Dataset: Forward reaction prediction with 1.9M reactions from USPTO patents (1976-2016). Task: Predict the product of the given reaction. Given the reactants [F:1][C:2]1[CH:7]=[CH:6][CH:5]=[C:4]([F:8])[C:3]=1[O:9][C:10]1[CH:15]=[CH:14][C:13](I)=[CH:12][CH:11]=1.[CH3:17][C:18]1([CH3:34])[C:22]([CH3:24])([CH3:23])[O:21][B:20]([B:20]2[O:21][C:22]([CH3:24])([CH3:23])[C:18]([CH3:34])([CH3:17])[O:19]2)[O:19]1.C([O-])(=O)C.[K+], predict the reaction product. The product is: [F:1][C:2]1[CH:7]=[CH:6][CH:5]=[C:4]([F:8])[C:3]=1[O:9][C:10]1[CH:15]=[CH:14][C:13]([B:20]2[O:21][C:22]([CH3:24])([CH3:23])[C:18]([CH3:34])([CH3:17])[O:19]2)=[CH:12][CH:11]=1.